This data is from Full USPTO retrosynthesis dataset with 1.9M reactions from patents (1976-2016). The task is: Predict the reactants needed to synthesize the given product. (1) Given the product [ClH:20].[CH3:1][O:2][C:3]1[CH:10]=[CH:9][C:6]([CH:7]=[N:19][NH:18][C:15]([NH2:17])=[NH:16])=[CH:5][C:4]=1[C:11]([F:14])([F:13])[F:12], predict the reactants needed to synthesize it. The reactants are: [CH3:1][O:2][C:3]1[CH:10]=[CH:9][C:6]([CH:7]=O)=[CH:5][C:4]=1[C:11]([F:14])([F:13])[F:12].[C:15]([NH:18][NH2:19])([NH2:17])=[NH:16].[ClH:20]. (2) Given the product [F:16][C:10]1[CH:11]=[C:12]([CH3:15])[CH:13]=[CH:14][C:9]=1[C:5]1[S:4][N:3]=[C:2]([CH3:18])[C:6]=1[C:7]#[N:8], predict the reactants needed to synthesize it. The reactants are: Cl[C:2]1[C:6]([C:7]#[N:8])=[C:5]([C:9]2[CH:14]=[CH:13][C:12]([CH3:15])=[CH:11][C:10]=2[F:16])[S:4][N:3]=1.[Al](C)(C)[CH3:18]. (3) Given the product [C:1]([O:5][C:6](=[O:26])[C:7]([S:10][C:11]1[S:12][CH:13]=[C:14]([CH2:16][CH2:17][N:18]([CH2:19][CH2:20][CH2:21][CH2:22][CH2:23][CH2:24][CH3:25])[C:28]2[CH:33]=[CH:32][C:31]([N+:34]([O-:36])=[O:35])=[CH:30][CH:29]=2)[N:15]=1)([CH3:9])[CH3:8])([CH3:4])([CH3:3])[CH3:2], predict the reactants needed to synthesize it. The reactants are: [C:1]([O:5][C:6](=[O:26])[C:7]([S:10][C:11]1[S:12][CH:13]=[C:14]([CH2:16][CH2:17][NH:18][CH2:19][CH2:20][CH2:21][CH2:22][CH2:23][CH2:24][CH3:25])[N:15]=1)([CH3:9])[CH3:8])([CH3:4])([CH3:3])[CH3:2].F[C:28]1[CH:33]=[CH:32][C:31]([N+:34]([O-:36])=[O:35])=[CH:30][CH:29]=1.C(N(CC)C(C)C)(C)C.O. (4) Given the product [Cl:10][C:11]1[CH:12]=[CH:13][C:14]2[C:15](=[CH:16][N:7]([C:6]3[CH:8]=[CH:9][C:3]([OH:2])=[CH:4][CH:5]=3)[N:19]=2)[CH:18]=1, predict the reactants needed to synthesize it. The reactants are: C[O:2][C:3]1[CH:9]=[CH:8][C:6]([NH2:7])=[CH:5][CH:4]=1.[Cl:10][C:11]1[CH:12]=[CH:13][C:14]([N+:19]([O-])=O)=[C:15]([CH:18]=1)[CH:16]=O.